Predict the reaction yield, written as a fraction of the theoretical maximum amount of product (1.0 means a 100% yield; for example, 0.34 means a 34% yield). From a dataset of Reaction yield outcomes from USPTO patents with 853,638 reactions. (1) The reactants are [Br:1][C:2]1[S:3][C:4]([C:8]([OH:10])=O)=[C:5]([Br:7])[N:6]=1.S(Cl)(Cl)=O.C1(C)C=CC=CC=1.[OH-].[NH4+:23].O. The catalyst is C(Cl)Cl.CN(C=O)C. The product is [Br:1][C:2]1[S:3][C:4]([C:8]([NH2:23])=[O:10])=[C:5]([Br:7])[N:6]=1. The yield is 0.690. (2) The reactants are O=P12OP3(OP(OP(O3)(O1)=O)(=O)O2)=O.[Br:15][C:16]1[CH:29]=[CH:28][C:27]2[O:26][C:25]3[C:20](=[CH:21][CH:22]=[C:23]([Br:30])[CH:24]=3)[CH:19]([CH2:31]O)[C:18]=2[CH:17]=1. The catalyst is C1(C)C=CC=CC=1. The product is [Br:15][C:16]1[CH:17]=[CH:18][C:27]2[O:26][C:25]3[CH:24]=[C:23]([Br:30])[CH:22]=[CH:21][C:20]=3[CH:19]=[CH:31][C:28]=2[CH:29]=1. The yield is 0.790. (3) The catalyst is C(Cl)(Cl)Cl.[O-2].[O-2].[Mn+4]. The product is [F:1][C:2]1[CH:3]=[CH:4][C:5]([C:8]2[C:20]([C:21](=[O:24])[C:22]#[CH:23])=[C:11]3[CH:12]=[CH:13][C:14]([C:16]([F:19])([F:18])[F:17])=[CH:15][N:10]3[N:9]=2)=[CH:6][CH:7]=1. The yield is 0.690. The reactants are [F:1][C:2]1[CH:7]=[CH:6][C:5]([C:8]2[C:20]([CH:21]([OH:24])[C:22]#[CH:23])=[C:11]3[CH:12]=[CH:13][C:14]([C:16]([F:19])([F:18])[F:17])=[CH:15][N:10]3[N:9]=2)=[CH:4][CH:3]=1. (4) The reactants are [C:1]([C:5]1[CH:12]=[CH:11][C:8]([CH2:9][NH2:10])=[CH:7][CH:6]=1)([CH3:4])([CH3:3])[CH3:2].[CH:13]1([N:19]=[C:20]=[O:21])[CH2:18][CH2:17][CH2:16][CH2:15][CH2:14]1.[C:22](Cl)(=[O:27])[CH2:23][C:24](Cl)=[O:25]. The catalyst is ClCCl. The product is [CH:13]1([N:19]2[C:24](=[O:25])[CH2:23][C:22](=[O:27])[N:10]([CH2:9][C:8]3[CH:7]=[CH:6][C:5]([C:1]([CH3:4])([CH3:2])[CH3:3])=[CH:12][CH:11]=3)[C:20]2=[O:21])[CH2:18][CH2:17][CH2:16][CH2:15][CH2:14]1. The yield is 0.690. (5) The reactants are [CH2:1]([O:3][C:4](=[O:29])[CH2:5][C:6]1[N:7]=[C:8]([NH:11][C:12]([NH:14][C:15]2[CH:20]=[CH:19][C:18]([CH3:21])=[CH:17][C:16]=2[C:22]([CH:24]2[CH2:28][CH2:27][CH2:26][CH2:25]2)=[O:23])=[O:13])[S:9][CH:10]=1)[CH3:2].[Br:30]N1C(=O)CCC1=O. The catalyst is C(#N)C.C(Cl)Cl. The product is [CH2:1]([O:3][C:4](=[O:29])[CH:5]([Br:30])[C:6]1[N:7]=[C:8]([NH:11][C:12]([NH:14][C:15]2[CH:20]=[CH:19][C:18]([CH3:21])=[CH:17][C:16]=2[C:22]([CH:24]2[CH2:28][CH2:27][CH2:26][CH2:25]2)=[O:23])=[O:13])[S:9][CH:10]=1)[CH3:2]. The yield is 0.170. (6) The reactants are [CH3:1][O:2][C:3]1[CH:4]=[C:5]([CH:11]=[CH:12][C:13]=1[O:14][CH2:15][C:16]1[N:17]=[C:18]([CH2:21][C:22]2[CH:27]=[CH:26][C:25]([NH2:28])=[CH:24][CH:23]=2)[S:19][CH:20]=1)[C:6]([O:8][CH2:9][CH3:10])=[O:7].C(N(CC)CC)C.[C:36]1([CH3:45])[C:37]([N:42]=[C:43]=[O:44])=[CH:38][CH:39]=[CH:40][CH:41]=1. The catalyst is C1COCC1. The product is [CH3:1][O:2][C:3]1[CH:4]=[C:5]([CH:11]=[CH:12][C:13]=1[O:14][CH2:15][C:16]1[N:17]=[C:18]([CH2:21][C:22]2[CH:23]=[CH:24][C:25]([NH:28][C:43]([NH:42][C:37]3[CH:38]=[CH:39][CH:40]=[CH:41][C:36]=3[CH3:45])=[O:44])=[CH:26][CH:27]=2)[S:19][CH:20]=1)[C:6]([O:8][CH2:9][CH3:10])=[O:7]. The yield is 0.940.